This data is from Full USPTO retrosynthesis dataset with 1.9M reactions from patents (1976-2016). The task is: Predict the reactants needed to synthesize the given product. (1) Given the product [C:17]([O:16][C:14](=[O:15])[NH:13][CH:2]([CH3:1])[CH2:3][C:4]1[CH:9]=[CH:8][CH:7]=[C:6]([N+:10]([O-:12])=[O:11])[CH:5]=1)([CH3:20])([CH3:19])[CH3:18], predict the reactants needed to synthesize it. The reactants are: [CH3:1][CH:2]([NH2:13])[CH2:3][C:4]1[CH:9]=[CH:8][CH:7]=[C:6]([N+:10]([O-:12])=[O:11])[CH:5]=1.[C:14](O[C:14]([O:16][C:17]([CH3:20])([CH3:19])[CH3:18])=[O:15])([O:16][C:17]([CH3:20])([CH3:19])[CH3:18])=[O:15]. (2) Given the product [OH:8][C:9]1[C:18](=[O:19])[C:17]2[C:12](=[CH:13][C:14]([CH2:20][CH2:21][CH:22]([CH3:34])[CH2:23][CH2:24][CH2:25][CH:26]([CH3:33])[CH2:27][CH2:28][CH2:29][CH:30]([CH3:31])[CH3:32])=[CH:15][CH:16]=2)[O:11][C:10]=1[C:35]1[CH:40]=[C:39]([OH:41])[C:38]([OH:43])=[C:37]([OH:45])[CH:36]=1, predict the reactants needed to synthesize it. The reactants are: C([O:8][C:9]1[C:18](=[O:19])[C:17]2[C:12](=[CH:13][C:14]([CH2:20][CH2:21][CH:22]([CH3:34])[CH2:23][CH2:24][CH2:25][CH:26]([CH3:33])[CH2:27][CH2:28][CH2:29][CH:30]([CH3:32])[CH3:31])=[CH:15][CH:16]=2)[O:11][C:10]=1[C:35]1[CH:40]=[C:39]([O:41]C)[C:38]([O:43]C)=[C:37]([O:45]C)[CH:36]=1)C1C=CC=CC=1.B(Br)(Br)Br.CO. (3) Given the product [CH3:22][O:21][C:6]1[C:7]2[C:8](=[O:9])[NH:10][N:11]([CH2:12][C:13]3[CH:18]=[CH:17][C:16]([O:19][CH3:20])=[CH:15][CH:14]=3)[C:2]=2[CH:3]=[CH:4][N:5]=1, predict the reactants needed to synthesize it. The reactants are: I[C:2]1[C:7]([C:8]([NH:10][NH:11][CH2:12][C:13]2[CH:18]=[CH:17][C:16]([O:19][CH3:20])=[CH:15][CH:14]=2)=[O:9])=[C:6]([O:21][CH3:22])[N:5]=[CH:4][CH:3]=1.N1CCC[C@H]1C(O)=O.C(=O)([O-])[O-].[K+].[K+]. (4) Given the product [Cl:28][C:29]1[CH:30]=[CH:31][C:32]([N:35]2[CH2:40][CH2:39][N:38]([CH2:66][CH2:67][CH:68]3[CH2:72][C:71]4([CH2:73][CH2:74][CH2:75][CH2:76][CH2:77]4)[C:70](=[O:78])[O:69]3)[CH2:37][CH2:36]2)=[CH:33][CH:34]=1, predict the reactants needed to synthesize it. The reactants are: N1C2C=CC=CC=2N=C1C1CCN(CCC2OC(=O)C(CC)(CC)C2)CC1.[Cl:28][C:29]1[CH:34]=[CH:33][C:32]([N:35]2[CH2:40][CH2:39][NH:38][CH2:37][CH2:36]2)=[CH:31][CH:30]=1.N1(C2C=CC=CC=2C#N)CCNCC1.CC1C=CC(S(O[CH2:66][CH2:67][CH:68]2[CH2:72][C:71]3([CH2:77][CH2:76][CH2:75][CH2:74][CH2:73]3)[C:70](=[O:78])[O:69]2)(=O)=O)=CC=1.CC1C=CC(S(OCCC2CC(CC)(CC)C(=O)O2)(=O)=O)=CC=1. (5) Given the product [ClH:1].[Cl:1][C:2]1[CH:3]=[C:4]([C:19]([OH:21])=[O:20])[C:5]2[C:6]([CH3:18])=[C:7]([CH2:14][N:15]([CH3:16])[CH3:17])[N:8]([CH:11]([CH3:13])[CH3:12])[C:9]=2[CH:10]=1, predict the reactants needed to synthesize it. The reactants are: [Cl:1][C:2]1[CH:3]=[C:4]([C:19]([O:21]C)=[O:20])[C:5]2[C:6]([CH3:18])=[C:7]([CH2:14][N:15]([CH3:17])[CH3:16])[N:8]([CH:11]([CH3:13])[CH3:12])[C:9]=2[CH:10]=1.Cl. (6) Given the product [Cl:11][C:10]1[N:9]=[C:8]2[CH:12]=[N:13][C:14]([Cl:16])=[CH:15][C:7]2=[N:6][C:5]=1[NH:2][NH2:3], predict the reactants needed to synthesize it. The reactants are: O.[NH2:2][NH2:3].Cl[C:5]1[N:6]=[C:7]2[CH:15]=[C:14]([Cl:16])[N:13]=[CH:12][C:8]2=[N:9][C:10]=1[Cl:11].CCO. (7) Given the product [NH2:20][C:17]1[N:18]=[CH:19][C:14]([C:12]2[N:13]=[C:8]([N:5]3[CH2:4][CH2:3][O:2][CH2:7][CH2:6]3)[C:9]3[S:23][C:22]([CH2:24][N:25]4[CH2:26][CH2:27][N:28]([C:34](=[O:35])[CH2:33][N:32]([CH3:37])[CH3:31])[CH2:29][CH2:30]4)=[CH:21][C:10]=3[N:11]=2)=[CH:15][N:16]=1, predict the reactants needed to synthesize it. The reactants are: Cl.[O:2]1[CH2:7][CH2:6][N:5]([C:8]2[C:9]3[S:23][C:22]([CH2:24][N:25]4[CH2:30][CH2:29][NH:28][CH2:27][CH2:26]4)=[CH:21][C:10]=3[N:11]=[C:12]([C:14]3[CH:15]=[N:16][C:17]([NH2:20])=[N:18][CH:19]=3)[N:13]=2)[CH2:4][CH2:3]1.[CH3:31][N:32]([CH3:37])[CH2:33][C:34](O)=[O:35]. (8) Given the product [N:14]1([CH2:2][CH2:3][C:4]([C:6]2[CH:11]=[CH:10][CH:9]=[CH:8][CH:7]=2)=[O:5])[CH:18]=[CH:17][N:16]=[CH:15]1, predict the reactants needed to synthesize it. The reactants are: Cl[CH2:2][CH2:3][C:4]([C:6]1[CH:11]=[CH:10][CH:9]=[CH:8][CH:7]=1)=[O:5].[I-].[K+].[NH:14]1[CH:18]=[CH:17][N:16]=[CH:15]1. (9) Given the product [CH3:21][O:20][C:18]([N:9]1[CH2:10][CH2:11][CH:12]([C:14]([OH:16])=[O:15])[CH2:13][CH:8]1[CH2:7][C:6]1[CH:5]=[CH:4][C:3]([C:2]([F:25])([F:24])[F:1])=[CH:23][CH:22]=1)=[O:19], predict the reactants needed to synthesize it. The reactants are: [F:1][C:2]([F:25])([F:24])[C:3]1[CH:23]=[CH:22][C:6]([CH2:7][CH:8]2[CH2:13][CH:12]([C:14]([O:16]C)=[O:15])[CH2:11][CH2:10][N:9]2[C:18]([O:20][CH3:21])=[O:19])=[CH:5][CH:4]=1.[Br-].[Li+].C(N(CC)CC)C.CC(OC)(C)C.